From a dataset of Forward reaction prediction with 1.9M reactions from USPTO patents (1976-2016). Predict the product of the given reaction. (1) Given the reactants Br[C:2]1[C:3]([F:23])=[CH:4][C:5]2[O:11][CH2:10][CH2:9][N:8]3[C:12]([C:18]([NH:20][CH3:21])=[O:19])=[C:13]([C:15]([NH2:17])=[O:16])[N:14]=[C:7]3[C:6]=2[CH:22]=1.[N:24]1[CH:29]=[CH:28][CH:27]=[CH:26][C:25]=1[C@@:30]([OH:34])([C:32]#[CH:33])[CH3:31], predict the reaction product. The product is: [F:23][C:3]1[C:2]([C:33]#[C:32][C@:30]([OH:34])([C:25]2[CH:26]=[CH:27][CH:28]=[CH:29][N:24]=2)[CH3:31])=[CH:22][C:6]2[C:7]3[N:8]([C:12]([C:18]([NH:20][CH3:21])=[O:19])=[C:13]([C:15]([NH2:17])=[O:16])[N:14]=3)[CH2:9][CH2:10][O:11][C:5]=2[CH:4]=1. (2) The product is: [Cl:1][C:2]1[N:3]=[CH:4][N:5]([C:7]2[CH:12]=[CH:11][C:10]([NH:13][C:14]3[N:18]=[C:17]4[C:19]5([CH2:25][CH2:26][CH2:27][CH2:28][N:16]4[N:15]=3)[S:20][CH2:21][CH2:22][CH2:23][S:24]5)=[CH:9][C:8]=2[O:30][CH3:31])[CH:6]=1. Given the reactants [Cl:1][C:2]1[N:3]=[CH:4][N:5]([C:7]2[CH:12]=[CH:11][C:10]([NH:13][C:14]3[N:18]=[C:17]([C:19]4([CH2:25][CH2:26][CH2:27][CH2:28]Cl)[S:24][CH2:23][CH2:22][CH2:21][S:20]4)[NH:16][N:15]=3)=[CH:9][C:8]=2[O:30][CH3:31])[CH:6]=1.C(=O)([O-])[O-].[K+].[K+].[I-].[K+], predict the reaction product. (3) Given the reactants C([O:4][CH2:5][C@:6]1([CH2:32][O:33][CH2:34][C:35]2[CH:40]=[CH:39][CH:38]=[CH:37][CH:36]=2)[O:10][C@@H:9]([N:11]2[CH:19]=[C:17]([CH3:18])[C:15](=[O:16])[NH:14][C:12]2=[O:13])[C@H:8]([O:20]C(=O)C)[C@@H:7]1[O:24][CH2:25][C:26]1[CH:31]=[CH:30][CH:29]=[CH:28][CH:27]=1)(=O)C.C[O-].[Na+].Cl, predict the reaction product. The product is: [CH2:25]([O:24][C@@H:7]1[C@@:6]([CH2:5][OH:4])([CH2:32][O:33][CH2:34][C:35]2[CH:40]=[CH:39][CH:38]=[CH:37][CH:36]=2)[O:10][C@@H:9]([N:11]2[CH:19]=[C:17]([CH3:18])[C:15](=[O:16])[NH:14][C:12]2=[O:13])[C@@H:8]1[OH:20])[C:26]1[CH:27]=[CH:28][CH:29]=[CH:30][CH:31]=1.